This data is from Peptide-MHC class II binding affinity with 134,281 pairs from IEDB. The task is: Regression. Given a peptide amino acid sequence and an MHC pseudo amino acid sequence, predict their binding affinity value. This is MHC class II binding data. (1) The peptide sequence is VGDDSGGFSTTVSTE. The MHC is DRB1_0802 with pseudo-sequence DRB1_0802. The binding affinity (normalized) is 0. (2) The peptide sequence is TKCYKLEHPVTGC. The MHC is DRB1_0101 with pseudo-sequence DRB1_0101. The binding affinity (normalized) is 0.493. (3) The peptide sequence is INEPTAAAIAAGLDR. The MHC is HLA-DQA10102-DQB10602 with pseudo-sequence HLA-DQA10102-DQB10602. The binding affinity (normalized) is 0.805. (4) The peptide sequence is TITVYAVTYYKEADY. The MHC is HLA-DPA10201-DPB10101 with pseudo-sequence HLA-DPA10201-DPB10101. The binding affinity (normalized) is 0.674. (5) The peptide sequence is ARMWIQAATTMASYQ. The MHC is DRB1_0701 with pseudo-sequence DRB1_0701. The binding affinity (normalized) is 0.379. (6) The peptide sequence is LVAEILRIISGGRLI. The MHC is DRB1_0405 with pseudo-sequence DRB1_0405. The binding affinity (normalized) is 0.685. (7) The peptide sequence is DVCGMFTNRSGSQQWR. The MHC is H-2-IAd with pseudo-sequence H-2-IAd. The binding affinity (normalized) is 0.388. (8) The peptide sequence is IDVWLGGLAENFLPY. The MHC is HLA-DQA10501-DQB10301 with pseudo-sequence HLA-DQA10501-DQB10301. The binding affinity (normalized) is 0.812.